From a dataset of Experimentally validated miRNA-target interactions with 360,000+ pairs, plus equal number of negative samples. Binary Classification. Given a miRNA mature sequence and a target amino acid sequence, predict their likelihood of interaction. (1) Result: 0 (no interaction). The miRNA is hsa-miR-1469 with sequence CUCGGCGCGGGGCGCGGGCUCC. The protein sequence of the target gene is MKHTQSGQSTSPLVIDYTCRVCQMAFVFSSLIPLLLMTPVFCLGNTSECFQNFSQSHKCILMHSPPSAMAELPPSANTSVCSTLYFYGIAIFLGSFVLSLLTIMVLLIRAQTLYKKFVKSTGFLGSEQWAVIHIVDQRVRFYPVAFFCCWGPAVILMIIKLTKPQDTKLHMALYVLQALTATSQGLLNCGVYGWTQHKFHQLKQEARRDADTQTPLLCSQKRFYSRGLNSLESTLTFPASTSTIF. (2) The miRNA is hsa-miR-561-5p with sequence AUCAAGGAUCUUAAACUUUGCC. The protein sequence of the target gene is MAEGGTGPDGRAGPGPAGPNLKEWLREQFCDHPLEHCDDTRLHDAAYVGDLQTLRNLLQEESYRSRINEKSVWCCGWLPCTPLRIAATAGHGNCVDFLIRKGAEVDLVDVKGQTALYVAVVNGHLESTEILLEAGADPNGSRHHRSTPVYHASRVGRDDILKALIRYGADVDVNHHLTPDTRPPFSRRLTSLVVCPLYISAAYHNLQCFRLLLQAGANPDFNCNGPVNTQEFYRGSPGCVMDAVLRHGCEAAFVSLLVEFGANLNLVKWESLGPEARGRRKMDPEALQVFKEARSIPRTL.... Result: 0 (no interaction).